Dataset: Ames mutagenicity test results for genotoxicity prediction. Task: Regression/Classification. Given a drug SMILES string, predict its toxicity properties. Task type varies by dataset: regression for continuous values (e.g., LD50, hERG inhibition percentage) or binary classification for toxic/non-toxic outcomes (e.g., AMES mutagenicity, cardiotoxicity, hepatotoxicity). Dataset: ames. The result is 1 (mutagenic). The drug is Cc1cc(N)c([N+](=O)[O-])cc1N.